From a dataset of Catalyst prediction with 721,799 reactions and 888 catalyst types from USPTO. Predict which catalyst facilitates the given reaction. (1) Reactant: [NH2:1][CH2:2][CH:3]1[CH2:5][CH2:4]1.C(N(C(C)C)CC)(C)C.[F:15][C:16]1[CH:21]=[CH:20][C:19]([S:22](Cl)(=[O:24])=[O:23])=[CH:18][CH:17]=1. Product: [CH:3]1([CH2:2][NH:1][S:22]([C:19]2[CH:20]=[CH:21][C:16]([F:15])=[CH:17][CH:18]=2)(=[O:24])=[O:23])[CH2:5][CH2:4]1. The catalyst class is: 2. (2) Reactant: [CH2:1]([O:3][C:4](=[O:16])[C:5](=O)[CH2:6][C:7]([C:9]1[CH:14]=[CH:13][CH:12]=[CH:11][N:10]=1)=[O:8])[CH3:2].[NH:17]([C:19]1[CH:20]=[CH:21][C:22]([O:25][CH3:26])=[N:23][CH:24]=1)[NH2:18]. Product: [CH2:1]([O:3][C:4]([C:5]1[CH2:6][C:7]([OH:8])([C:9]2[CH:14]=[CH:13][CH:12]=[CH:11][N:10]=2)[N:17]([C:19]2[CH:24]=[N:23][C:22]([O:25][CH3:26])=[CH:21][CH:20]=2)[N:18]=1)=[O:16])[CH3:2]. The catalyst class is: 8. (3) Reactant: [Cl:1][S:2]([C:5]1[C:15]([CH3:16])=[CH:14][C:8]([O:9][CH2:10][C:11](Cl)=[O:12])=[CH:7][C:6]=1[CH3:17])(=[O:4])=[O:3].[CH2:18]([OH:25])[C:19]1[CH:24]=[CH:23][CH:22]=[CH:21][CH:20]=1.CCN(CC)CC.Cl. Product: [Cl:1][S:2]([C:5]1[C:15]([CH3:16])=[CH:14][C:8]([O:9][CH2:10][C:11]([O:25][CH2:18][C:19]2[CH:24]=[CH:23][CH:22]=[CH:21][CH:20]=2)=[O:12])=[CH:7][C:6]=1[CH3:17])(=[O:4])=[O:3]. The catalyst class is: 230. (4) Reactant: [CH3:1][C:2]1[C:6]([CH2:7][O:8][C:9]2[CH:14]=[CH:13][C:12]([CH2:15][C:16]([OH:18])=O)=[CH:11][CH:10]=2)=[C:5]([CH3:19])[O:4][N:3]=1.C(Cl)CCl.[Cl:24][C:25]1[CH:30]=[CH:29][C:28]([CH:31]([C:33]2[CH:38]=[CH:37][C:36]([CH3:39])=[CH:35][CH:34]=2)[NH2:32])=[C:27]([CH3:40])[CH:26]=1.C1C=CC2N(O)N=NC=2C=1.C(N(CC)CC)C. Product: [Cl:24][C:25]1[CH:30]=[CH:29][C:28]([CH:31]([C:33]2[CH:34]=[CH:35][C:36]([CH3:39])=[CH:37][CH:38]=2)[NH:32][C:16](=[O:18])[CH2:15][C:12]2[CH:11]=[CH:10][C:9]([O:8][CH2:7][C:6]3[C:2]([CH3:1])=[N:3][O:4][C:5]=3[CH3:19])=[CH:14][CH:13]=2)=[C:27]([CH3:40])[CH:26]=1. The catalyst class is: 30. (5) Reactant: [F:1][C:2]1[CH:11]=[C:10]([F:12])[CH:9]=[C:8]2[C:3]=1[CH:4]=[CH:5][C:6](=[O:13])[NH:7]2.[H-].[Na+].CS(O[CH2:21][CH2:22][N:23]1[CH2:28][CH2:27][C@H:26]([N:29]([CH2:37][C:38]2[CH:43]=[CH:42][CH:41]=[CH:40][CH:39]=2)[CH2:30][C:31]2[CH:36]=[CH:35][CH:34]=[CH:33][CH:32]=2)[C@H:25]([O:44][CH3:45])[CH2:24]1)(=O)=O. Product: [CH2:37]([N:29]([CH2:30][C:31]1[CH:32]=[CH:33][CH:34]=[CH:35][CH:36]=1)[C@H:26]1[CH2:27][CH2:28][N:23]([CH2:22][CH2:21][N:7]2[C:8]3[C:3](=[C:2]([F:1])[CH:11]=[C:10]([F:12])[CH:9]=3)[CH:4]=[CH:5][C:6]2=[O:13])[CH2:24][C@H:25]1[O:44][CH3:45])[C:38]1[CH:39]=[CH:40][CH:41]=[CH:42][CH:43]=1. The catalyst class is: 3. (6) Reactant: [C:1]([NH:5][C:6]1[CH:11]=[C:10](Cl)[N:9]=[CH:8][N:7]=1)([CH3:4])([CH3:3])[CH3:2].[CH3:13][O:14][C:15]1[CH:20]=[CH:19][C:18]([NH2:21])=[CH:17][CH:16]=1.C1C=CC(P(C2C(C3C(P(C4C=CC=CC=4)C4C=CC=CC=4)=CC=C4C=3C=CC=C4)=C3C(C=CC=C3)=CC=2)C2C=CC=CC=2)=CC=1. Product: [C:1]([NH:5][C:6]1[CH:11]=[C:10]([NH:21][C:18]2[CH:19]=[CH:20][C:15]([O:14][CH3:13])=[CH:16][CH:17]=2)[N:9]=[CH:8][N:7]=1)([CH3:4])([CH3:3])[CH3:2]. The catalyst class is: 222. (7) Reactant: I[C:2]1[CH:3]=[C:4]([CH:9]([C:17]([O:19][C:20]([CH3:23])([CH3:22])[CH3:21])=[O:18])[C:10]([O:12][C:13]([CH3:16])([CH3:15])[CH3:14])=[O:11])[CH:5]=[C:6]([CH3:8])[CH:7]=1.[C:24]([C:26]1[CH:31]=[CH:30][C:29](B(O)O)=[C:28]([CH3:35])[CH:27]=1)#[N:25].C(=O)([O-])[O-].[Na+].[Na+].O1CCOCC1. The catalyst class is: 189. Product: [C:24]([C:26]1[CH:31]=[CH:30][C:29]([C:2]2[CH:7]=[C:6]([CH3:8])[CH:5]=[C:4]([CH:9]([C:10]([O:12][C:13]([CH3:16])([CH3:15])[CH3:14])=[O:11])[C:17]([O:19][C:20]([CH3:23])([CH3:21])[CH3:22])=[O:18])[CH:3]=2)=[C:28]([CH3:35])[CH:27]=1)#[N:25]. (8) Reactant: N1[CH2:4][CH:3]([N:5]2[CH2:9][C:8]3[CH:10]=[C:11]([C:14]4[C:22]5[C:17](=[CH:18][C:19]([F:23])=[CH:20][CH:21]=5)[NH:16][CH:15]=4)[CH:12]=[CH:13][C:7]=3[S:6]2(=[O:25])=[O:24])[CH2:2]1.[CH2:26]=[O:27].[BH3-][C:29]#[N:30].[Na+]. Product: [F:23][C:19]1[CH:18]=[C:17]2[C:22]([C:14]([C:11]3[CH:12]=[CH:13][C:7]4[S:6](=[O:25])(=[O:24])[N:5]([CH:3]5[CH2:4][N:30]([CH3:29])[CH2:2]5)[CH2:9][C:8]=4[CH:10]=3)=[CH:15][N:16]2[CH2:26][OH:27])=[CH:21][CH:20]=1. The catalyst class is: 24. (9) Reactant: [NH2:1][C:2]1[CH:3]=[C:4]2[C:8](=[CH:9][CH:10]=1)[N:7]([CH2:11][C:12]1[CH:17]=[CH:16][C:15]([C:18]3[CH:23]=[CH:22][CH:21]=[CH:20][CH:19]=3)=[CH:14][CH:13]=1)[C:6]([C:24]([O:26]CC)=[O:25])=[C:5]2[C:29]1[CH:34]=[CH:33][CH:32]=[CH:31][CH:30]=1.[CH3:35][S:36](Cl)(=[O:38])=[O:37]. Product: [C:15]1([C:18]2[CH:23]=[CH:22][CH:21]=[CH:20][CH:19]=2)[CH:14]=[CH:13][C:12]([CH2:11][N:7]2[C:8]3[C:4](=[CH:3][C:2]([NH:1][S:36]([CH3:35])(=[O:38])=[O:37])=[CH:10][CH:9]=3)[C:5]([C:29]3[CH:34]=[CH:33][CH:32]=[CH:31][CH:30]=3)=[C:6]2[C:24]([OH:26])=[O:25])=[CH:17][CH:16]=1. The catalyst class is: 10.